Dataset: Forward reaction prediction with 1.9M reactions from USPTO patents (1976-2016). Task: Predict the product of the given reaction. (1) Given the reactants [C:1](OCC)(=[O:16])/[CH:2]=[C:3](\[CH2:5][CH2:6]/[CH:7]=[C:8](/[CH2:10][CH2:11][CH:12]=[C:13]([CH3:15])[CH3:14])\[CH3:9])/[CH3:4].C(OCC)(=O)/C=C(/CC/C=C(\CCC=C(C)C)/C)\C, predict the reaction product. The product is: [OH:16][CH2:1]/[CH:2]=[C:3](\[CH2:5][CH2:6]/[CH:7]=[C:8](/[CH2:10][CH2:11][CH:12]=[C:13]([CH3:15])[CH3:14])\[CH3:9])/[CH3:4]. (2) Given the reactants C([O:8][C:9]1[CH:14]=[CH:13][C:12]([C:15]2[N:19]([C:20]3[CH:25]=[CH:24][C:23]([Cl:26])=[CH:22][C:21]=3[Cl:27])[N:18]=[C:17]([C:28]([NH:30][CH:31]3[CH2:36][CH2:35][CH2:34][CH2:33][CH2:32]3)=[O:29])[C:16]=2[CH3:37])=[CH:11][CH:10]=1)C1C=CC=CC=1.CSC.C([O-])(O)=O.[Na+], predict the reaction product. The product is: [CH:31]1([NH:30][C:28]([C:17]2[C:16]([CH3:37])=[C:15]([C:12]3[CH:11]=[CH:10][C:9]([OH:8])=[CH:14][CH:13]=3)[N:19]([C:20]3[CH:25]=[CH:24][C:23]([Cl:26])=[CH:22][C:21]=3[Cl:27])[N:18]=2)=[O:29])[CH2:36][CH2:35][CH2:34][CH2:33][CH2:32]1. (3) The product is: [C@@:30]12([OH:2])[N:29]([CH3:24])[C@@H:28]([CH2:27][CH2:26]1)[CH2:22][CH2:21][CH2:31]2. Given the reactants C(N1C=CN=C1)(N1C=CN=C1)=[O:2].C(S(N)(=O)=O)(CC)C.[CH2:21]1[CH2:31][CH2:30][N:29]2[C:24](=N[CH2:26][CH2:27][CH2:28]2)C[CH2:22]1, predict the reaction product. (4) Given the reactants CC(C)([O-])C.[Li+].[F:7][C:8]1[C:13]2[N:14]([CH3:19])[C:15](=[O:18])[O:16][CH2:17][C:12]=2[CH:11]=[C:10]([NH:20][C:21](=O)[O:22]CC2C=CC=CC=2)[CH:9]=1.[C:31]([O:35][C:36](=[O:43])[NH:37][CH2:38][CH:39]([OH:42])[CH2:40]Cl)([CH3:34])([CH3:33])[CH3:32], predict the reaction product. The product is: [F:7][C:8]1[C:13]2[N:14]([CH3:19])[C:15](=[O:18])[O:16][CH2:17][C:12]=2[CH:11]=[C:10]([N:20]2[CH2:40][C@H:39]([CH2:38][NH:37][C:36](=[O:43])[O:35][C:31]([CH3:34])([CH3:33])[CH3:32])[O:42][C:21]2=[O:22])[CH:9]=1. (5) Given the reactants [CH3:1][C@H:2]1[C:7](=[O:8])[CH2:6][C@H:5]([C:9]([CH3:11])=[CH2:10])[CH2:4][CH2:3]1.C1C(C(C)C)=CC=C(C)C=1O.[OH-].[Mg+2].[OH-], predict the reaction product. The product is: [CH3:1][C:2]1[C:7](=[O:8])[CH2:6][C@H:5]([C:9]([CH3:11])=[CH2:10])[CH2:4][CH:3]=1. (6) Given the reactants [Cl:1][C:2]1[C:11]2[C:6](=[CH:7][CH:8]=[CH:9][CH:10]=2)[C:5]([OH:12])=[C:4]([C:13]([OH:15])=O)[N:3]=1.F[P-](F)(F)(F)(F)F.N1([O+]=C(N(C)C)N(C)C)C2C=CC=CC=2N=N1.Cl.[C:41]([O:45][C:46](=[O:55])[C@H:47]([NH2:54])[CH2:48][O:49][C:50]([CH3:53])([CH3:52])[CH3:51])([CH3:44])([CH3:43])[CH3:42].C(N(C(C)C)C(C)C)C, predict the reaction product. The product is: [C:41]([O:45][C:46](=[O:55])[C@H:47]([NH:54][C:13]([C:4]1[N:3]=[C:2]([Cl:1])[C:11]2[C:6]([C:5]=1[OH:12])=[CH:7][CH:8]=[CH:9][CH:10]=2)=[O:15])[CH2:48][O:49][C:50]([CH3:53])([CH3:52])[CH3:51])([CH3:44])([CH3:42])[CH3:43]. (7) Given the reactants [CH2:1]([O:3][C:4]1[CH:5]=[C:6]([OH:10])[CH:7]=[CH:8][CH:9]=1)[CH3:2].F[C:12]1[CH:17]=[CH:16][C:15]([N+:18]([O-:20])=[O:19])=[CH:14][CH:13]=1.C(=O)([O-])[O-].[K+].[K+], predict the reaction product. The product is: [CH2:1]([O:3][C:4]1[CH:9]=[CH:8][CH:7]=[C:6]([O:10][C:12]2[CH:17]=[CH:16][C:15]([N+:18]([O-:20])=[O:19])=[CH:14][CH:13]=2)[CH:5]=1)[CH3:2]. (8) Given the reactants [I-:1].[Na+].CNCCNC.Br[C:10]1[CH:11]=[C:12]([CH3:17])[CH:13]=[C:14]([CH3:16])[CH:15]=1.CCCCCCCCCCCC, predict the reaction product. The product is: [I:1][C:10]1[CH:11]=[C:12]([CH3:17])[CH:13]=[C:14]([CH3:16])[CH:15]=1.